The task is: Predict the reactants needed to synthesize the given product.. This data is from Full USPTO retrosynthesis dataset with 1.9M reactions from patents (1976-2016). The reactants are: [C:1]([O:5][C:6](=[O:21])[CH2:7][NH:8][C:9](=[O:20])[CH2:10][C:11]1[CH:16]=[CH:15][C:14]([N+:17]([O-])=O)=[CH:13][CH:12]=1)([CH3:4])([CH3:3])[CH3:2]. Given the product [C:1]([O:5][C:6](=[O:21])[CH2:7][NH:8][C:9](=[O:20])[CH2:10][C:11]1[CH:16]=[CH:15][C:14]([NH2:17])=[CH:13][CH:12]=1)([CH3:4])([CH3:2])[CH3:3], predict the reactants needed to synthesize it.